Dataset: Full USPTO retrosynthesis dataset with 1.9M reactions from patents (1976-2016). Task: Predict the reactants needed to synthesize the given product. (1) Given the product [CH2:11]([N:13]([CH2:17][CH3:18])[C:1](=[O:10])[CH2:2][CH2:3][CH2:4][CH2:5][CH2:6][CH2:7][CH3:8])[CH3:12], predict the reactants needed to synthesize it. The reactants are: [C:1]([OH:10])(=O)[CH2:2][CH2:3][CH2:4][CH2:5][CH2:6][CH2:7][CH3:8].[CH2:11]([N:13]([CH2:17][CH3:18])C(Cl)=O)[CH3:12].C(N(CC)CC)C. (2) Given the product [Br:1][C:2]1[C:15]2[C:6](=[CH:7][C:8]3[C:13]([CH:14]=2)=[C:12]([Br:17])[CH:11]=[CH:10][CH:9]=3)[CH:5]=[CH:4][CH:3]=1, predict the reactants needed to synthesize it. The reactants are: [Br:1][C:2]1[C:15]2[C:14](=O)[C:13]3[C:8](=[CH:9][CH:10]=[CH:11][C:12]=3[Br:17])[C:7](=O)[C:6]=2[CH:5]=[CH:4][CH:3]=1.[BH4-].[Na+]. (3) Given the product [NH2:11][C:8]1[O:9][C:10]([C:19]([OH:18])=[O:12])=[CH:6][N:7]=1, predict the reactants needed to synthesize it. The reactants are: C(OC([C:6]1[N:7]=[C:8]([NH2:11])[O:9][CH:10]=1)=O)C.[OH2:12].[OH-].[Li+].C1[CH2:19][O:18]CC1. (4) Given the product [N:1]1([NH:10][C:12](=[O:13])[O:14][C:15]2[CH:20]=[CH:19][CH:18]=[CH:17][CH:16]=2)[C:9]2[C:4](=[CH:5][CH:6]=[CH:7][CH:8]=2)[CH:3]=[CH:2]1, predict the reactants needed to synthesize it. The reactants are: [N:1]1([NH2:10])[C:9]2[C:4](=[CH:5][CH:6]=[CH:7][CH:8]=2)[CH:3]=[CH:2]1.Cl[C:12]([O:14][C:15]1[CH:20]=[CH:19][CH:18]=[CH:17][CH:16]=1)=[O:13].C(=O)([O-])N. (5) Given the product [ClH:1].[CH3:19][O:18][C:17]1[CH:20]=[CH:21][C:14]([N:13]([CH3:12])[C:2]2[C:3]3[S:11][CH:10]=[CH:9][C:4]=3[N:5]=[C:6]([CH3:8])[N:7]=2)=[CH:15][CH:16]=1, predict the reactants needed to synthesize it. The reactants are: [Cl:1][C:2]1[C:3]2[S:11][CH:10]=[CH:9][C:4]=2[N:5]=[C:6]([CH3:8])[N:7]=1.[CH3:12][NH:13][C:14]1[CH:21]=[CH:20][C:17]([O:18][CH3:19])=[CH:16][CH:15]=1. (6) Given the product [CH3:1][N:2]([CH3:7])[S:3]([N:17]1[CH2:16][CH:15]2[CH2:11][N:12]([C:19]3[CH:20]=[CH:21][C:22]4=[N:27][N:26]=[C:25]([C:28]([F:31])([F:29])[F:30])[N:23]4[N:24]=3)[CH2:13][CH:14]2[CH2:18]1)(=[O:5])=[O:4], predict the reactants needed to synthesize it. The reactants are: [CH3:1][N:2]([CH3:7])[S:3](Cl)(=[O:5])=[O:4].ClCCl.[CH2:11]1[CH:15]2[CH2:16][NH:17][CH2:18][CH:14]2[CH2:13][N:12]1[C:19]1[CH:20]=[CH:21][C:22]2[N:23]([C:25]([C:28]([F:31])([F:30])[F:29])=[N:26][N:27]=2)[N:24]=1. (7) Given the product [Br:1][C:2]([Br:14])=[CH:3][C:4]1[CH:10]=[C:9]([O:11][CH2:12][CH3:13])[CH:8]=[CH:7][C:5]=1[NH:6][CH2:16][C:17]1[CH:18]=[C:19]([CH:24]=[CH:25][CH:26]=1)[C:20]([O:22][CH3:23])=[O:21], predict the reactants needed to synthesize it. The reactants are: [Br:1][C:2]([Br:14])=[CH:3][C:4]1[CH:10]=[C:9]([O:11][CH2:12][CH3:13])[CH:8]=[CH:7][C:5]=1[NH2:6].Br[CH2:16][C:17]1[CH:18]=[C:19]([CH:24]=[CH:25][CH:26]=1)[C:20]([O:22][CH3:23])=[O:21].C(=O)([O-])[O-].[K+].[K+].O.